Dataset: Forward reaction prediction with 1.9M reactions from USPTO patents (1976-2016). Task: Predict the product of the given reaction. (1) The product is: [C:1]1([C:7](=[N:14][C:15]([CH2:43][CH2:44][CH2:45][CH2:46][B:47]2[O:51][C:50]([CH3:53])([CH3:52])[C:49]([CH3:54])([CH3:55])[O:48]2)([CH2:23][CH2:24][CH:25]=[CH2:26])[C:16]([O:18][C:19]([CH3:20])([CH3:21])[CH3:22])=[O:17])[C:8]2[CH:9]=[CH:10][CH:11]=[CH:12][CH:13]=2)[CH:2]=[CH:3][CH:4]=[CH:5][CH:6]=1. Given the reactants [C:1]1([C:7](=[N:14][CH:15]([CH2:23][CH2:24][CH:25]=[CH2:26])[C:16]([O:18][C:19]([CH3:22])([CH3:21])[CH3:20])=[O:17])[C:8]2[CH:13]=[CH:12][CH:11]=[CH:10][CH:9]=2)[CH:6]=[CH:5][CH:4]=[CH:3][CH:2]=1.C1COCC1.C[Si]([N-][Si](C)(C)C)(C)C.[Na+].I[CH2:43][CH2:44][CH2:45][CH2:46][B:47]1[O:51][C:50]([CH3:53])([CH3:52])[C:49]([CH3:55])([CH3:54])[O:48]1, predict the reaction product. (2) The product is: [Br:17][C:18]1[CH:19]=[C:20]([CH:21]=[CH:22][CH:23]=1)[O:24][CH2:2][C:3]1[C:8]([CH3:9])=[CH:7][CH:6]=[CH:5][C:4]=1[N:10]1[C:14](=[O:15])[N:13]([CH3:16])[N:12]=[N:11]1. Given the reactants Br[CH2:2][C:3]1[C:8]([CH3:9])=[CH:7][CH:6]=[CH:5][C:4]=1[N:10]1[C:14](=[O:15])[N:13]([CH3:16])[N:12]=[N:11]1.[Br:17][C:18]1[CH:19]=[C:20]([OH:24])[CH:21]=[CH:22][CH:23]=1.C(=O)([O-])[O-].[K+].[K+].C(#N)C, predict the reaction product. (3) Given the reactants [O:1]1[CH:5]=[CH:4][CH:3]=[C:2]1B(O)O.Br[C:10]1[CH:15]=[CH:14][C:13]([C:16]2[N:20]([C:21]3[CH:26]=[CH:25][C:24]([S:27]([CH3:30])(=[O:29])=[O:28])=[CH:23][CH:22]=3)[N:19]=[C:18]([C:31]([O:33][CH2:34][CH3:35])=[O:32])[CH:17]=2)=[CH:12][CH:11]=1.CS(C1C=CC(N2C(C3C=CC(Br)=CC=3)=CC(C(F)(F)F)=N2)=CC=1)(=O)=O, predict the reaction product. The product is: [O:1]1[CH:5]=[CH:4][CH:3]=[C:2]1[C:10]1[CH:15]=[CH:14][C:13]([C:16]2[N:20]([C:21]3[CH:26]=[CH:25][C:24]([S:27]([CH3:30])(=[O:29])=[O:28])=[CH:23][CH:22]=3)[N:19]=[C:18]([C:31]([O:33][CH2:34][CH3:35])=[O:32])[CH:17]=2)=[CH:12][CH:11]=1. (4) Given the reactants [Cl:1][C:2]1[CH:10]=[CH:9][C:5]([C:6](Cl)=[O:7])=[CH:4][N:3]=1.[Cl:11][C:12]1[CH:18]=[CH:17][C:15]([NH2:16])=[C:14]([N+:19]([O-:21])=[O:20])[CH:13]=1, predict the reaction product. The product is: [Cl:1][C:2]1[N:3]=[CH:4][C:5]([C:6]([NH:16][C:15]2[CH:17]=[CH:18][C:12]([Cl:11])=[CH:13][C:14]=2[N+:19]([O-:21])=[O:20])=[O:7])=[CH:9][CH:10]=1. (5) Given the reactants C(=O)([O-])[O-].[K+].[K+].O.C([O:11][CH:12]([CH2:17][CH2:18][N:19]=[N+:20]=[N-:21])[C:13]([O:15][CH3:16])=[O:14])(=O)C.[Cl-].[NH4+], predict the reaction product. The product is: [N:19]([CH2:18][CH2:17][CH:12]([OH:11])[C:13]([O:15][CH3:16])=[O:14])=[N+:20]=[N-:21].